This data is from Catalyst prediction with 721,799 reactions and 888 catalyst types from USPTO. The task is: Predict which catalyst facilitates the given reaction. (1) The catalyst class is: 17. Reactant: [NH2:1][CH2:2][C:3]1[C:4](=[O:9])[NH:5][CH:6]=[N:7][N:8]=1.CCN(C(C)C)C(C)C.[CH:19]1([C:23](Cl)=[O:24])[CH2:22][CH2:21][CH2:20]1. Product: [O:9]=[C:4]1[C:3]([CH2:2][NH:1][C:23]([CH:19]2[CH2:22][CH2:21][CH2:20]2)=[O:24])=[N:8][N:7]=[CH:6][NH:5]1. (2) Reactant: [CH3:1][N:2]1[C:6]([C:7]2[S:8][CH:9]=[C:10]([C:12]([O:14]CC)=[O:13])[N:11]=2)=[CH:5][CH:4]=[N:3]1.[OH-].[K+]. Product: [CH3:1][N:2]1[C:6]([C:7]2[S:8][CH:9]=[C:10]([C:12]([OH:14])=[O:13])[N:11]=2)=[CH:5][CH:4]=[N:3]1. The catalyst class is: 30.